Dataset: Full USPTO retrosynthesis dataset with 1.9M reactions from patents (1976-2016). Task: Predict the reactants needed to synthesize the given product. (1) The reactants are: C(OC([N:8]1[CH2:13][CH2:12][N:11]([C:14]2[CH:19]=[CH:18][C:17]([CH3:20])=[CH:16][C:15]=2[CH:21]=[CH2:22])[CH2:10][CH2:9]1)=O)(C)(C)C.Cl.C(OCC)(=O)C.[OH-].[Na+]. Given the product [CH3:20][C:17]1[CH:18]=[CH:19][C:14]([N:11]2[CH2:12][CH2:13][NH:8][CH2:9][CH2:10]2)=[C:15]([CH:21]=[CH2:22])[CH:16]=1, predict the reactants needed to synthesize it. (2) The reactants are: [Si]([O:18][C:19]1[CH:62]=[CH:61][C:22]([O:23][CH2:24][C@@H:25]([OH:60])[CH2:26][NH:27][CH2:28][CH2:29][C:30]2[CH:59]=[CH:58][C:33]([NH:34][CH:35]3[CH2:40][CH2:39][N:38]([C:41]([NH:43][CH2:44][CH2:45][CH2:46][CH2:47][C:48]4[CH:53]=[CH:52][C:51]([O:54][CH3:55])=[C:50]([O:56][CH3:57])[CH:49]=4)=[O:42])[CH2:37][CH2:36]3)=[CH:32][CH:31]=2)=[CH:21][CH:20]=1)(C(C)(C)C)(C1C=CC=CC=1)C1C=CC=CC=1. Given the product [CH3:57][O:56][C:50]1[CH:49]=[C:48]([CH2:47][CH2:46][CH2:45][CH2:44][NH:43][C:41]([N:38]2[CH2:37][CH2:36][CH:35]([NH:34][C:33]3[CH:58]=[CH:59][C:30]([CH2:29][CH2:28][NH:27][CH2:26][CH:25]([OH:60])[CH2:24][O:23][C:22]4[CH:61]=[CH:62][C:19]([OH:18])=[CH:20][CH:21]=4)=[CH:31][CH:32]=3)[CH2:40][CH2:39]2)=[O:42])[CH:53]=[CH:52][C:51]=1[O:54][CH3:55], predict the reactants needed to synthesize it. (3) Given the product [F:1][C:2]1[C:10]([O:11][C:12]2[C:21]3[C:16](=[CH:17][C:18]([O:24][CH2:25][CH2:26][CH2:27][N:28]4[CH2:33][CH2:32][NH:31][CH2:30][CH2:29]4)=[C:19]([O:22][CH3:23])[CH:20]=3)[N:15]=[CH:14][N:13]=2)=[CH:9][CH:8]=[C:7]2[C:3]=1[CH:4]=[C:5]([CH3:41])[NH:6]2, predict the reactants needed to synthesize it. The reactants are: [F:1][C:2]1[C:10]([O:11][C:12]2[C:21]3[C:16](=[CH:17][C:18]([O:24][CH2:25][CH2:26][CH2:27][N:28]4[CH2:33][CH2:32][N:31](C(OC(C)(C)C)=O)[CH2:30][CH2:29]4)=[C:19]([O:22][CH3:23])[CH:20]=3)[N:15]=[CH:14][N:13]=2)=[CH:9][CH:8]=[C:7]2[C:3]=1[CH:4]=[C:5]([CH3:41])[NH:6]2.Cl. (4) Given the product [Cl:1][C:2]1[CH:28]=[C:27]([F:29])[C:26]([F:30])=[CH:25][C:3]=1[C:4]([NH:6][C:7](=[O:24])[NH:8][C:9]1[C:10]([N:15]2[CH2:16][CH2:17][CH:18]([C:21]([NH2:32])=[O:23])[CH2:19][CH2:20]2)=[N:11][CH:12]=[CH:13][CH:14]=1)=[O:5], predict the reactants needed to synthesize it. The reactants are: [Cl:1][C:2]1[CH:28]=[C:27]([F:29])[C:26]([F:30])=[CH:25][C:3]=1[C:4]([NH:6][C:7](=[O:24])[NH:8][C:9]1[C:10]([N:15]2[CH2:20][CH2:19][CH:18]([C:21]([OH:23])=O)[CH2:17][CH2:16]2)=[N:11][CH:12]=[CH:13][CH:14]=1)=[O:5].C[N:32](C=O)C.[Cl-].[NH4+].CCN(C(C)C)C(C)C. (5) Given the product [F:31][C:32]1[C:33]([O:41][CH3:42])=[C:34]([CH:38]=[CH:39][CH:40]=1)[C:35]([NH:15][C@H:11]1[CH2:12][CH2:13][CH2:14][C@@H:10]1[NH:9][C:7]1[S:8][C:4]2[CH:3]=[C:2]([F:1])[CH:30]=[CH:29][C:5]=2[N:6]=1)=[O:37], predict the reactants needed to synthesize it. The reactants are: [F:1][C:2]1[CH:30]=[CH:29][C:5]2[N:6]=[C:7]([NH:9][C@H:10]3[CH2:14][CH2:13][CH2:12][C@@H:11]3[NH:15]C(=O)C3C=CC=CC=3N3C=CC=N3)[S:8][C:4]=2[CH:3]=1.[F:31][C:32]1[C:33]([O:41][CH3:42])=[C:34]([CH:38]=[CH:39][CH:40]=1)[C:35]([OH:37])=O.Cl.FC1C=CC2N=C(N[C@H]3CCC[C@@H]3N)SC=2C=1.